From a dataset of Full USPTO retrosynthesis dataset with 1.9M reactions from patents (1976-2016). Predict the reactants needed to synthesize the given product. (1) Given the product [CH2:5]([O:12][C:13]1[CH:18]=[C:17](/[CH:19]=[CH:20]/[N+:21]([O-:23])=[O:22])[C:16]([N+:1]([O-:3])=[O:2])=[CH:15][C:14]=1[O:24][CH3:25])[C:6]1[CH:7]=[CH:8][CH:9]=[CH:10][CH:11]=1, predict the reactants needed to synthesize it. The reactants are: [N+:1]([O-])([OH:3])=[O:2].[CH2:5]([O:12][C:13]1[CH:18]=[C:17](/[CH:19]=[CH:20]/[N+:21]([O-:23])=[O:22])[CH:16]=[CH:15][C:14]=1[O:24][CH3:25])[C:6]1[CH:11]=[CH:10][CH:9]=[CH:8][CH:7]=1. (2) The reactants are: [F-].C([N+](CCCC)(CCCC)CCCC)CCC.C[Si](C)(C)CC[CH:23]([C:27]1[C:35]2[C:30](=[CH:31][C:32]([F:39])=[C:33]([O:37][CH3:38])[C:34]=2[F:36])[N:29]([C:40](=[O:48])[C:41]2[CH:46]=[CH:45][C:44]([Cl:47])=[CH:43][CH:42]=2)[C:28]=1[CH3:49])[C:24]([O-:26])=[O:25]. Given the product [Cl:47][C:44]1[CH:43]=[CH:42][C:41]([C:40]([N:29]2[C:30]3[C:35](=[C:34]([F:36])[C:33]([O:37][CH3:38])=[C:32]([F:39])[CH:31]=3)[C:27]([CH2:23][C:24]([OH:26])=[O:25])=[C:28]2[CH3:49])=[O:48])=[CH:46][CH:45]=1, predict the reactants needed to synthesize it.